Dataset: Catalyst prediction with 721,799 reactions and 888 catalyst types from USPTO. Task: Predict which catalyst facilitates the given reaction. (1) Reactant: [S:1]1[C:5]2[CH:6]=[CH:7][CH:8]=[CH:9][C:4]=2[CH:3]=[C:2]1[C:10]([NH:12][C@H:13]([C:18]([NH:20][CH2:21][CH2:22][CH2:23][NH:24]C(=O)OC(C)(C)C)=[O:19])[CH2:14][CH:15]([CH3:17])[CH3:16])=[O:11].FC(F)(F)C(O)=O. Product: [NH2:24][CH2:23][CH2:22][CH2:21][NH:20][C:18]([C@@H:13]([NH:12][C:10]([C:2]1[S:1][C:5]2[CH:6]=[CH:7][CH:8]=[CH:9][C:4]=2[CH:3]=1)=[O:11])[CH2:14][CH:15]([CH3:16])[CH3:17])=[O:19]. The catalyst class is: 2. (2) Reactant: [Br:1][C:2]1[CH:3]=[CH:4][C:5]([OH:11])=[C:6]([C:8](=[O:10])[CH3:9])[CH:7]=1.[N+:12]([C:15]1[CH:23]=[CH:22][C:18]([C:19](Cl)=[O:20])=[CH:17][CH:16]=1)([O-:14])=[O:13].Cl. Product: [C:8]([C:6]1[CH:7]=[C:2]([Br:1])[CH:3]=[CH:4][C:5]=1[O:11][C:19](=[O:20])[C:18]1[CH:17]=[CH:16][C:15]([N+:12]([O-:14])=[O:13])=[CH:23][CH:22]=1)(=[O:10])[CH3:9]. The catalyst class is: 17. (3) Reactant: [F:1][C:2]([F:41])([F:40])[C:3]1[CH:4]=[C:5]([CH:13]([C:35]2[N:36]=[N:37][NH:38][N:39]=2)[N:14]2[C:23]3[C:18](=[CH:19][CH:20]=[C:21]([C:24]([F:27])([F:26])[F:25])[CH:22]=3)[N:17]([C:28]([O:30][CH2:31][CH3:32])=[O:29])[CH:16]([CH2:33][CH3:34])[CH2:15]2)[CH:6]=[C:7]([C:9]([F:12])([F:11])[F:10])[CH:8]=1.C(C1CNC2C(=CC=CC=2)N1)C.[CH3:54][CH2:55][N:56]([CH:60](C)C)[CH:57](C)C.ClCCN(C)C. Product: [F:41][C:2]([F:1])([F:40])[C:3]1[CH:4]=[C:5]([CH:13]([C:35]2[N:36]=[N:37][N:38]([CH2:54][CH2:55][N:56]([CH3:60])[CH3:57])[N:39]=2)[N:14]2[C:23]3[C:18](=[CH:19][CH:20]=[C:21]([C:24]([F:25])([F:26])[F:27])[CH:22]=3)[N:17]([C:28]([O:30][CH2:31][CH3:32])=[O:29])[CH:16]([CH2:33][CH3:34])[CH2:15]2)[CH:6]=[C:7]([C:9]([F:12])([F:11])[F:10])[CH:8]=1. The catalyst class is: 68. (4) Reactant: [C:1]([NH:9][C:10]1[CH:22]=[C:21]([C:23]2[CH:28]=[CH:27][C:26]([OH:29])=[CH:25][CH:24]=2)[CH:20]=[CH:19][C:11]=1[C:12]([O:14]C(C)(C)C)=[O:13])(=[O:8])[C:2]1[CH:7]=[CH:6][CH:5]=[CH:4][CH:3]=1. Product: [C:1]([NH:9][C:10]1[CH:22]=[C:21]([C:23]2[CH:24]=[CH:25][C:26]([OH:29])=[CH:27][CH:28]=2)[CH:20]=[CH:19][C:11]=1[C:12]([OH:14])=[O:13])(=[O:8])[C:2]1[CH:3]=[CH:4][CH:5]=[CH:6][CH:7]=1. The catalyst class is: 55. (5) Reactant: C(O)(=O)C(O)=O.[CH2:7]1[C:10]2([CH2:13][NH:12][CH2:11]2)[CH2:9][O:8]1.Br[C:15]1[N:20]=[C:19]([C:21]([O:23][CH2:24][CH3:25])=[O:22])[CH:18]=[CH:17][CH:16]=1.C([O-])([O-])=O.[K+].[K+].O. Product: [CH2:7]1[C:10]2([CH2:13][N:12]([C:15]3[N:20]=[C:19]([C:21]([O:23][CH2:24][CH3:25])=[O:22])[CH:18]=[CH:17][CH:16]=3)[CH2:11]2)[CH2:9][O:8]1. The catalyst class is: 16. (6) Reactant: C([O:3][C:4](=[O:17])/[CH:5]=[CH:6]/[C:7]1[CH:8]=[N:9][C:10]([C:13]([F:16])([F:15])[F:14])=[CH:11][CH:12]=1)C.[OH-].[Na+].Cl. The catalyst class is: 242. Product: [F:15][C:13]([F:14])([F:16])[C:10]1[N:9]=[CH:8][C:7](/[CH:6]=[CH:5]/[C:4]([OH:17])=[O:3])=[CH:12][CH:11]=1.